From a dataset of Forward reaction prediction with 1.9M reactions from USPTO patents (1976-2016). Predict the product of the given reaction. Given the reactants [Cl:1][C:2]1[CH:3]=[CH:4][C:5]([OH:18])=[C:6]([CH2:8][CH2:9][CH2:10][NH:11][CH2:12][CH2:13][C:14](OC)=[O:15])[CH:7]=1.CO.[NH3:21], predict the reaction product. The product is: [Cl:1][C:2]1[CH:3]=[CH:4][C:5]([OH:18])=[C:6]([CH2:8][CH2:9][CH2:10][NH:11][CH2:12][CH2:13][C:14]([NH2:21])=[O:15])[CH:7]=1.